This data is from Reaction yield outcomes from USPTO patents with 853,638 reactions. The task is: Predict the reaction yield, written as a fraction of the theoretical maximum amount of product (1.0 means a 100% yield; for example, 0.34 means a 34% yield). (1) The reactants are [C:1]([NH2:9])(=[O:8])[C:2]1[CH:7]=[CH:6][CH:5]=[CH:4][CH:3]=1.[CH3:10][N:11]([CH3:19])[C:12]1[CH:17]=[CH:16][CH:15]=[CH:14][C:13]=1I. No catalyst specified. The product is [CH3:10][N:11]([CH3:19])[C:12]1[CH:17]=[CH:16][CH:15]=[CH:14][C:13]=1[NH:9][C:1](=[O:8])[C:2]1[CH:7]=[CH:6][CH:5]=[CH:4][CH:3]=1. The yield is 0.950. (2) The reactants are [Cl:1][C:2]1[CH:11]=[CH:10][C:9]2[N:8]=[CH:7][C:6]3[N:12]=[CH:13][N:14]([CH2:15][C:16]4[CH:21]=[CH:20][C:19]([O:22][CH3:23])=[CH:18][C:17]=4[O:24][CH3:25])[C:5]=3[C:4]=2[CH:3]=1.ClC1C=CC=C(C(OO)=[O:34])C=1.C(Cl)Cl. The catalyst is CO.C(Cl)Cl. The product is [Cl:1][C:2]1[CH:11]=[CH:10][C:9]2[NH:8][C:7](=[O:34])[C:6]3[N:12]=[CH:13][N:14]([CH2:15][C:16]4[CH:21]=[CH:20][C:19]([O:22][CH3:23])=[CH:18][C:17]=4[O:24][CH3:25])[C:5]=3[C:4]=2[CH:3]=1. The yield is 0.770.